From a dataset of Forward reaction prediction with 1.9M reactions from USPTO patents (1976-2016). Predict the product of the given reaction. Given the reactants [C@@H:1]12[CH2:7][C@@H:4]([CH2:5][CH2:6]1)[CH2:3][C@@H:2]2[NH:8][C:9]1[S:10][CH:11]([CH2:15][CH2:16][O:17][CH:18]2[CH2:23][CH2:22][CH2:21][CH2:20][O:19]2)[C:12](=[O:14])[N:13]=1.[Li+].CC([N-]C(C)C)C.Br[CH2:33][C:34]([CH3:36])=[CH2:35], predict the reaction product. The product is: [C@@H:1]12[CH2:7][C@@H:4]([CH2:5][CH2:6]1)[CH2:3][C@@H:2]2[NH:8][C:9]1[S:10][C:11]([CH2:35][C:34]([CH3:36])=[CH2:33])([CH2:15][CH2:16][O:17][CH:18]2[CH2:23][CH2:22][CH2:21][CH2:20][O:19]2)[C:12](=[O:14])[N:13]=1.